From a dataset of Full USPTO retrosynthesis dataset with 1.9M reactions from patents (1976-2016). Predict the reactants needed to synthesize the given product. Given the product [Cl:16][C:4]1[N:3]=[C:2]([NH:27][C@H:25]([C:22]2[N:23]=[CH:24][C:19]([F:18])=[CH:20][N:21]=2)[CH3:26])[N:7]=[C:6]([NH:8][C:9]2[S:10][C:11]([C:14]#[N:15])=[CH:12][N:13]=2)[CH:5]=1, predict the reactants needed to synthesize it. The reactants are: Cl[C:2]1[N:7]=[C:6]([NH:8][C:9]2[S:10][C:11]([C:14]#[N:15])=[CH:12][N:13]=2)[CH:5]=[C:4]([Cl:16])[N:3]=1.Cl.[F:18][C:19]1[CH:20]=[N:21][C:22]([C@@H:25]([NH2:27])[CH3:26])=[N:23][CH:24]=1.